This data is from Reaction yield outcomes from USPTO patents with 853,638 reactions. The task is: Predict the reaction yield, written as a fraction of the theoretical maximum amount of product (1.0 means a 100% yield; for example, 0.34 means a 34% yield). (1) The reactants are [CH3:1][N:2]([CH3:16])[C:3]1[CH:4]=[C:5]([CH:11]=[C:12]([CH2:14]O)[CH:13]=1)[C:6]([O:8][CH2:9][CH3:10])=[O:7].C1C=CC(P(C2C=CC=CC=2)C2C=CC=CC=2)=CC=1.C1C(=O)N([Cl:43])C(=O)C1. The catalyst is C(Cl)Cl. The product is [Cl:43][CH2:14][C:12]1[CH:11]=[C:5]([CH:4]=[C:3]([N:2]([CH3:16])[CH3:1])[CH:13]=1)[C:6]([O:8][CH2:9][CH3:10])=[O:7]. The yield is 0.960. (2) The reactants are [CH3:1][CH:2]([CH3:11])[C:3]#[C:4][C:5]1[CH:10]=[CH:9][CH:8]=[CH:7][N:6]=1.[N+:12]([CH:15](C(OC)=O)[C:16]([O:18][CH3:19])=[O:17])([O-])=[O:13].F[P-](F)(F)(F)(F)F.C([N+]1C=CN(C)C=1)CCC. The catalyst is C1(C)C=CC=CC=1. The product is [CH:2]([C:3]1[C:15]([C:16]([O:18][CH3:19])=[O:17])=[N:12][O:13][C:4]=1[C:5]1[CH:10]=[CH:9][CH:8]=[CH:7][N:6]=1)([CH3:11])[CH3:1]. The yield is 0.0280. (3) The reactants are [CH3:1][O:2][C:3]1[CH:4]=[C:5]([C:13]2[O:21][C:20]3[C:15](=[N:16][CH:17]=[CH:18][C:19]=3[C:22]3[CH:23]=[C:24]([CH:28]=[CH:29][CH:30]=3)[C:25]([OH:27])=O)[CH:14]=2)[CH:6]=[C:7]([O:11][CH3:12])[C:8]=1[O:9][CH3:10].CN1CCOCC1.[NH2:38][CH:39]1[CH2:44][CH2:43][CH2:42][CH2:41][CH:40]1[NH2:45].O. The catalyst is CN(C)C=O. The product is [NH2:38][CH:39]1[CH2:44][CH2:43][CH2:42][CH2:41][CH:40]1[NH:45][C:25](=[O:27])[C:24]1[CH:28]=[CH:29][CH:30]=[C:22]([C:19]2[CH:18]=[CH:17][N:16]=[C:15]3[CH:14]=[C:13]([C:5]4[CH:4]=[C:3]([O:2][CH3:1])[C:8]([O:9][CH3:10])=[C:7]([O:11][CH3:12])[CH:6]=4)[O:21][C:20]=23)[CH:23]=1. The yield is 0.270. (4) The reactants are [C:1]([CH:3]([C:9]1([CH3:19])[CH2:14][C:13]([CH3:16])([CH3:15])[CH2:12][C:11]([CH3:18])([CH3:17])[CH2:10]1)[C:4]([O:6][CH2:7][CH3:8])=[O:5])#[N:2].[H-].[Na+].[CH2:22](Br)[CH:23]=[CH2:24].O. The catalyst is CS(C)=O. The product is [C:1]([C:3]([C:9]1([CH3:19])[CH2:14][C:13]([CH3:16])([CH3:15])[CH2:12][C:11]([CH3:18])([CH3:17])[CH2:10]1)([CH2:24][CH:23]=[CH2:22])[C:4]([O:6][CH2:7][CH3:8])=[O:5])#[N:2]. The yield is 0.637. (5) The reactants are [OH:1][C@@H:2]1[C@H:6]([CH2:7][NH:8][C:9](=[O:26])[C@H:10]([CH2:22][CH:23]([CH3:25])[CH3:24])[NH:11]C(OCC2C=CC=CC=2)=O)[CH2:5][N:4]([C:27]([O:29][C:30]([CH3:33])([CH3:32])[CH3:31])=[O:28])[CH2:3]1. The catalyst is CCO.C(OCC)(=O)C.C(OCC)(=O)C.[Pd]. The product is [OH:1][C@@H:2]1[C@H:6]([CH2:7][NH:8][C:9](=[O:26])[C@H:10]([CH2:22][CH:23]([CH3:24])[CH3:25])[NH2:11])[CH2:5][N:4]([C:27]([O:29][C:30]([CH3:32])([CH3:31])[CH3:33])=[O:28])[CH2:3]1. The yield is 0.970. (6) The reactants are [N:1]1[CH:6]=[CH:5][CH:4]=[C:3]([C:7]#[C:8][CH2:9][NH:10]C(=O)OC(C)(C)C)[CH:2]=1.C(O)(C(F)(F)F)=O. The catalyst is C(Cl)Cl. The product is [N:1]1[CH:6]=[CH:5][CH:4]=[C:3]([C:7]#[C:8][CH2:9][NH2:10])[CH:2]=1. The yield is 0.970. (7) The reactants are [Cl:1][S:2]([C:5]1[CH:6]=[C:7]([CH:11]=[CH:12][CH:13]=1)[C:8]([OH:10])=[O:9])(=[O:4])=[O:3].[C:14]1([CH3:26])[CH:19]=[CH:18][C:17]([S:20]([CH2:23][CH2:24]O)(=[O:22])=[O:21])=[CH:16][CH:15]=1. The catalyst is O=S(Cl)Cl. The product is [C:14]1([CH3:26])[CH:19]=[CH:18][C:17]([S:20]([CH2:23][CH2:24][O:9][C:8](=[O:10])[C:7]2[CH:11]=[CH:12][CH:13]=[C:5]([S:2]([Cl:1])(=[O:4])=[O:3])[CH:6]=2)(=[O:22])=[O:21])=[CH:16][CH:15]=1. The yield is 0.950. (8) The reactants are [F:1][C:2]1[C:7]2[CH2:8][CH:9]([CH2:11][N:12]=[N+]=[N-])[O:10][C:6]=2[C:5]([C:15]2[CH:20]=[CH:19][CH:18]=[CH:17][CH:16]=2)=[CH:4][C:3]=1[F:21]. The catalyst is CO.[Pt]. The product is [F:1][C:2]1[C:7]2[CH2:8][CH:9]([CH2:11][NH2:12])[O:10][C:6]=2[C:5]([C:15]2[CH:16]=[CH:17][CH:18]=[CH:19][CH:20]=2)=[CH:4][C:3]=1[F:21]. The yield is 0.960. (9) The reactants are [CH2:1]([N:3]([CH2:38][CH3:39])[CH2:4][CH2:5][CH2:6][NH:7][C:8]1[N:9]=[C:10]([C:27]2[CH:28]=[C:29]([CH:33]=[C:34]([F:37])[C:35]=2[CH3:36])[C:30](O)=[O:31])[C:11]2[CH:17]=[CH:16][C:15](=[O:18])[N:14]([C:19]3[C:24]([F:25])=[CH:23][CH:22]=[CH:21][C:20]=3[F:26])[C:12]=2[N:13]=1)[CH3:2].CN(C(O[N:48]1N=N[C:50]2[CH:51]=[CH:52][CH:53]=[CH:54][C:49]1=2)=[N+](C)C)C.F[P-](F)(F)(F)(F)F.C(N(CC)CC)C.NC1C=CC=CC=1. The catalyst is CN(C=O)C. The product is [CH2:38]([N:3]([CH2:1][CH3:2])[CH2:4][CH2:5][CH2:6][NH:7][C:8]1[N:9]=[C:10]([C:27]2[CH:28]=[C:29]([CH:33]=[C:34]([F:37])[C:35]=2[CH3:36])[C:30]([NH:48][C:49]2[CH:54]=[CH:53][CH:52]=[CH:51][CH:50]=2)=[O:31])[C:11]2[CH:17]=[CH:16][C:15](=[O:18])[N:14]([C:19]3[C:24]([F:25])=[CH:23][CH:22]=[CH:21][C:20]=3[F:26])[C:12]=2[N:13]=1)[CH3:39]. The yield is 0.420.